Dataset: Reaction yield outcomes from USPTO patents with 853,638 reactions. Task: Predict the reaction yield, written as a fraction of the theoretical maximum amount of product (1.0 means a 100% yield; for example, 0.34 means a 34% yield). The reactants are [CH:1]([C:4]1[CH:5]=[C:6]([CH:10]([CH3:14])[CH2:11][CH:12]=[O:13])[CH:7]=[CH:8][CH:9]=1)([CH3:3])[CH3:2].C=O.[C:17](O)(=O)CC.N1CCCC1.C([O-])(O)=O.[Na+]. The catalyst is C(O)(C)C. The product is [CH:1]([C:4]1[CH:5]=[C:6]([CH:10]([CH3:14])[C:11](=[CH2:17])[CH:12]=[O:13])[CH:7]=[CH:8][CH:9]=1)([CH3:3])[CH3:2]. The yield is 0.840.